This data is from Peptide-MHC class II binding affinity with 134,281 pairs from IEDB. The task is: Regression. Given a peptide amino acid sequence and an MHC pseudo amino acid sequence, predict their binding affinity value. This is MHC class II binding data. (1) The peptide sequence is AFILDGENLFPKV. The MHC is DRB1_0401 with pseudo-sequence DRB1_0401. The binding affinity (normalized) is 0.574. (2) The peptide sequence is PWDVVPMVTQMAMTDTT. The MHC is DRB1_1101 with pseudo-sequence DRB1_1101. The binding affinity (normalized) is 0.554.